The task is: Predict the reactants needed to synthesize the given product.. This data is from Retrosynthesis with 50K atom-mapped reactions and 10 reaction types from USPTO. (1) Given the product O=C(O)C1CCN(CC(=O)N2CCc3cc(OCc4cc(-c5ccccc5)c(C(F)(F)F)s4)ccc32)CC1, predict the reactants needed to synthesize it. The reactants are: CCOC(=O)C1CCN(CC(=O)N2CCc3cc(OCc4cc(-c5ccccc5)c(C(F)(F)F)s4)ccc32)CC1. (2) Given the product C=C(COC(=O)CCCCCCBr)COC(=O)OCCCCCCCCCCCCCCCCCC, predict the reactants needed to synthesize it. The reactants are: C=C(CO)COC(=O)OCCCCCCCCCCCCCCCCCC.O=C(O)CCCCCCBr. (3) Given the product CCOC(=O)Cc1ccc(-c2nc(COc3ccc(COc4nn(-c5ccccc5)cc4/C=C/c4csc(COC(=O)c5ccccc5)n4)cc3OC)c(C)o2)cc1, predict the reactants needed to synthesize it. The reactants are: CCOC(=O)Cc1ccc(-c2nc(COc3ccc(CCl)cc3OC)c(C)o2)cc1.O=C(OCc1nc(/C=C/c2cn(-c3ccccc3)nc2O)cs1)c1ccccc1. (4) The reactants are: CCOC(OCC)c1ccn(C)c(=O)c1. Given the product Cn1ccc(C=O)cc1=O, predict the reactants needed to synthesize it. (5) Given the product Cc1cc(C#N)ccc1-c1cnn(-c2ccc(C(=O)N3CCC(N4CCOCC4)C3)cn2)c1O, predict the reactants needed to synthesize it. The reactants are: C1CC(N2CCOCC2)CN1.Cc1cc(C#N)ccc1-c1cnn(-c2ccc(C(=O)O)cn2)c1O. (6) Given the product CN(C)c1nc(Cl)nc2c1CCC2c1ccc(Cl)cc1, predict the reactants needed to synthesize it. The reactants are: CNC.Clc1ccc(C2CCc3c(Cl)nc(Cl)nc32)cc1. (7) Given the product O[C@@H](CBr)c1ccc2sccc2c1, predict the reactants needed to synthesize it. The reactants are: O=C(CBr)c1ccc2sccc2c1. (8) Given the product Cc1c(C)c2c(c(C)c1O)C(C)(C)CN2C(=O)C(C)(C)C, predict the reactants needed to synthesize it. The reactants are: CC(=O)Oc1c(C)c(C)c2c(c1C)C(C)(C)CN2C(=O)C(C)(C)C. (9) Given the product CCOC(=O)C1(C(OCC)c2ccc(OCCc3nc(-c4ccccc4)oc3C)nc2)CCC1, predict the reactants needed to synthesize it. The reactants are: CCI.CCOC(=O)C1(C(O)c2ccc(OCCc3nc(-c4ccccc4)oc3C)nc2)CCC1.